Dataset: Reaction yield outcomes from USPTO patents with 853,638 reactions. Task: Predict the reaction yield, written as a fraction of the theoretical maximum amount of product (1.0 means a 100% yield; for example, 0.34 means a 34% yield). (1) The reactants are [N:1]1[CH:6]=[CH:5][CH:4]=[CH:3][C:2]=1/[CH:7]=[CH:8]/[C:9]1[CH:10]=[C:11]2[C:15](=[CH:16][CH:17]=1)[NH:14][N:13]=[C:12]2[C:18]1[CH:23]=[CH:22][C:21]([F:24])=[CH:20][CH:19]=1. The catalyst is CO. The product is [F:24][C:21]1[CH:22]=[CH:23][C:18]([C:12]2[C:11]3[C:15](=[CH:16][CH:17]=[C:9]([CH2:8][CH2:7][C:2]4[CH:3]=[CH:4][CH:5]=[CH:6][N:1]=4)[CH:10]=3)[NH:14][N:13]=2)=[CH:19][CH:20]=1. The yield is 0.470. (2) The reactants are Br[C:2]1[CH:7]=[CH:6][C:5]([Cl:8])=[C:4]([C:9]([F:12])([F:11])[F:10])[CH:3]=1.[NH:13]1[CH2:17][CH2:16][CH:15]([CH2:18][CH2:19][C:20]([O:22][CH2:23][CH3:24])=[O:21])[CH2:14]1. No catalyst specified. The product is [Cl:8][C:5]1[CH:6]=[CH:7][C:2]([N:13]2[CH2:17][CH2:16][CH:15]([CH2:18][CH2:19][C:20]([O:22][CH2:23][CH3:24])=[O:21])[CH2:14]2)=[CH:3][C:4]=1[C:9]([F:12])([F:11])[F:10]. The yield is 0.610. (3) The reactants are [CH3:1][O:2][C:3]([C:5]1[S:6][C:7]([C:14]2[CH:19]=[CH:18][CH:17]=[C:16]([F:20])[CH:15]=2)=[CH:8][C:9]=1[NH:10][CH:11]([CH3:13])[CH3:12])=[O:4].Cl[C:22]([CH:24]1[CH2:29][CH2:28][CH:27]([CH3:30])[CH2:26][CH:25]1[O:31][C:32](=[O:34])[CH3:33])=[O:23].C1(P(C2C=CC=CC=2)C2C=CC=CC=2)C=CC=CC=1. The catalyst is ClCCCl.C(Cl)(Cl)Cl.O. The product is [CH3:1][O:2][C:3]([C:5]1[S:6][C:7]([C:14]2[CH:19]=[CH:18][CH:17]=[C:16]([F:20])[CH:15]=2)=[CH:8][C:9]=1[N:10]([C:22]([CH:24]1[CH2:29][CH2:28][CH:27]([CH3:30])[CH2:26][CH:25]1[O:31][C:32](=[O:34])[CH3:33])=[O:23])[CH:11]([CH3:13])[CH3:12])=[O:4]. The yield is 0.120. (4) The reactants are [Cl:1][CH2:2][C:3]1[O:4][CH:5]=[C:6]([C:8]([OH:10])=O)[N:7]=1.[NH2:11][C@@H:12]([CH3:28])[CH2:13][N:14]1[CH:18]=[CH:17][C:16]([C:19]2[CH:26]=[CH:25][C:22]([C:23]#[N:24])=[C:21]([Cl:27])[CH:20]=2)=[N:15]1. The catalyst is C(Cl)Cl. The product is [Cl:27][C:21]1[CH:20]=[C:19]([C:16]2[CH:17]=[CH:18][N:14]([CH2:13][C@@H:12]([NH:11][C:8]([C:6]3[N:7]=[C:3]([CH2:2][Cl:1])[O:4][CH:5]=3)=[O:10])[CH3:28])[N:15]=2)[CH:26]=[CH:25][C:22]=1[C:23]#[N:24]. The yield is 0.369. (5) The reactants are [CH2:1]([O:3][C:4](=[O:12])[C:5]1[CH:10]=[CH:9][C:8]([OH:11])=[CH:7][CH:6]=1)[CH3:2].[H+].[B-](F)(F)(F)F.[Br:19]N1C(=O)CCC1=O. The catalyst is C(#N)C. The product is [CH2:1]([O:3][C:4](=[O:12])[C:5]1[CH:10]=[CH:9][C:8]([OH:11])=[C:7]([Br:19])[CH:6]=1)[CH3:2]. The yield is 0.830. (6) The reactants are [CH3:1][O:2][C:3]1[CH:12]=[C:11]2[C:6]([C:7]([CH3:20])=[CH:8][C:9]([NH:13][C@H:14]3[CH2:18][CH2:17][C@H:16]([NH2:19])[CH2:15]3)=[N:10]2)=[CH:5][CH:4]=1.[CH3:21][N:22]1[C:34]2[C:33]3[N:32]=[CH:31][CH:30]=[CH:29][C:28]=3[CH:27]=[CH:26][C:25]=2[C:24]([CH:35]=O)=[CH:23]1.[BH4-].[Na+].Cl.[OH-].[Na+]. The catalyst is CO. The product is [CH3:1][O:2][C:3]1[CH:12]=[C:11]2[C:6]([C:7]([CH3:20])=[CH:8][C:9]([NH:13][C@H:14]3[CH2:18][CH2:17][C@H:16]([NH:19][CH2:35][C:24]4[C:25]5[CH:26]=[CH:27][C:28]6[CH:29]=[CH:30][CH:31]=[N:32][C:33]=6[C:34]=5[N:22]([CH3:21])[CH:23]=4)[CH2:15]3)=[N:10]2)=[CH:5][CH:4]=1. The yield is 0.630. (7) The reactants are C[O:2][C:3]([C:5]1[CH2:14][C:13](=[O:15])[C:12]2[C:7](=[C:8](Cl)[C:9]([CH3:17])=[C:10](Cl)[CH:11]=2)[N:6]=1)=[O:4].O[Li].O. The catalyst is CO.O.[Pd]. The product is [C:3]([C:5]1[CH2:14][C:13](=[O:15])[C:12]2[C:7](=[CH:8][C:9]([CH3:17])=[CH:10][CH:11]=2)[N:6]=1)([OH:4])=[O:2]. The yield is 0.900.